From a dataset of Full USPTO retrosynthesis dataset with 1.9M reactions from patents (1976-2016). Predict the reactants needed to synthesize the given product. (1) Given the product [ClH:29].[ClH:29].[CH3:1][N:2]([CH3:28])[CH2:3][CH2:4][N:5]1[C:9]2[CH:10]=[CH:11][C:12]([S:14]([C@@H:17]3[CH2:21][CH2:20][N:19]([CH3:22])[CH2:18]3)(=[O:15])=[O:16])=[CH:13][C:8]=2[N:7]=[C:6]1[CH2:23][C:24]([CH3:26])([CH3:25])[CH3:27], predict the reactants needed to synthesize it. The reactants are: [CH3:1][N:2]([CH3:28])[CH2:3][CH2:4][N:5]1[C:9]2[CH:10]=[CH:11][C:12]([S:14]([C@@H:17]3[CH2:21][CH2:20][N:19]([CH3:22])[CH2:18]3)(=[O:16])=[O:15])=[CH:13][C:8]=2[N:7]=[C:6]1[CH2:23][C:24]([CH3:27])([CH3:26])[CH3:25].[ClH:29].C(OCC)(=O)C. (2) Given the product [CH3:8][C:2]1[CH:3]=[C:4]([N+:10]([O-:12])=[O:11])[CH:5]=[C:6]([CH3:7])[N+:1]=1[O-:9], predict the reactants needed to synthesize it. The reactants are: [N+:1]1([O-:9])[C:2]([CH3:8])=[CH:3][CH:4]=[CH:5][C:6]=1[CH3:7].[N+:10]([O-])([OH:12])=[O:11].OS(O)(=O)=O. (3) Given the product [C:1]([C:3]1[C:4]([N:16]2[CH2:17][CH2:18][CH:19]([C:22]([NH:36][S:33]([CH2:32][C:29]3[CH:30]=[CH:31][C:26]([CH3:25])=[CH:27][CH:28]=3)(=[O:34])=[O:35])=[O:23])[CH2:20][CH2:21]2)=[N:5][C:6]([CH2:14][F:15])=[C:7]([CH:8]=1)[C:9]([O:11][CH2:12][CH3:13])=[O:10])#[N:2], predict the reactants needed to synthesize it. The reactants are: [C:1]([C:3]1[C:4]([N:16]2[CH2:21][CH2:20][CH:19]([C:22](O)=[O:23])[CH2:18][CH2:17]2)=[N:5][C:6]([CH2:14][F:15])=[C:7]([C:9]([O:11][CH2:12][CH3:13])=[O:10])[CH:8]=1)#[N:2].[CH3:25][C:26]1[CH:31]=[CH:30][C:29]([CH2:32][S:33]([NH2:36])(=[O:35])=[O:34])=[CH:28][CH:27]=1. (4) Given the product [CH3:21][CH:20]([CH3:22])[CH2:19][C@@H:17]([NH:18][C:11]([C:3]1[O:4][C:5]2[CH:10]=[CH:9][CH:8]=[CH:7][C:6]=2[C:2]=1[CH3:1])=[O:13])[C:16]([O:15][CH3:14])=[O:23], predict the reactants needed to synthesize it. The reactants are: [CH3:1][C:2]1[C:6]2[CH:7]=[CH:8][CH:9]=[CH:10][C:5]=2[O:4][C:3]=1[C:11]([OH:13])=O.[CH3:14][O:15][C:16](=[O:23])[C@@H:17]([CH2:19][CH:20]([CH3:22])[CH3:21])[NH2:18]. (5) Given the product [CH3:4][C:2]([O:5][C:6]([N:8]1[CH2:12][CH2:11][CH2:10][C@H:9]1[CH2:13][NH:14][C:30]([N:32]=[CH:33][N:34]([CH3:36])[CH3:35])=[S:31])=[O:7])([CH3:1])[CH3:3], predict the reactants needed to synthesize it. The reactants are: [CH3:1][C:2]([O:5][C:6]([N:8]1[CH2:12][CH2:11][CH2:10][C@H:9]1[CH2:13][NH2:14])=[O:7])([CH3:4])[CH3:3].C(OC(N1CCC(CN[C:30]([N:32]=[CH:33][N:34]([CH3:36])[CH3:35])=[S:31])CC1)=O)(C)(C)C. (6) The reactants are: [C:1]([O:4][CH2:5][CH2:6][OH:7])(=O)[CH3:2].[H-].[Na+].[Br:10][C:11]1[CH:16]=[CH:15]C(F)=C[C:12]=1[C:18]([F:21])([F:20])[F:19]. Given the product [Br:10][C:11]1[CH:16]=[CH:15][C:1]([O:4][CH2:5][CH2:6][OH:7])=[CH:2][C:12]=1[C:18]([F:21])([F:20])[F:19], predict the reactants needed to synthesize it.